From a dataset of Catalyst prediction with 721,799 reactions and 888 catalyst types from USPTO. Predict which catalyst facilitates the given reaction. Reactant: [F:1][C:2]([F:19])([F:18])[C:3]1[CH:4]=[C:5]([CH2:13][C:14]([O:16][CH3:17])=[O:15])[CH:6]=[C:7]([C:9]([F:12])([F:11])[F:10])[CH:8]=1.C=O.[C:22](=O)([O-])[OH:23].[Na+].O. Product: [OH:23][CH2:22][CH:13]([C:5]1[CH:4]=[C:3]([C:2]([F:18])([F:19])[F:1])[CH:8]=[C:7]([C:9]([F:11])([F:12])[F:10])[CH:6]=1)[C:14]([O:16][CH3:17])=[O:15]. The catalyst class is: 16.